Dataset: Retrosynthesis with 50K atom-mapped reactions and 10 reaction types from USPTO. Task: Predict the reactants needed to synthesize the given product. Given the product O=C(O)CCc1cccc2[nH]c(=O)n(-c3cccc(S(=O)(=O)N4CCCc5ccccc54)c3)c(=O)c12, predict the reactants needed to synthesize it. The reactants are: CCOC(=O)CCc1cccc2[nH]c(=O)n(-c3cccc(S(=O)(=O)N4CCCc5ccccc54)c3)c(=O)c12.